Dataset: Cav3 T-type calcium channel HTS with 100,875 compounds. Task: Binary Classification. Given a drug SMILES string, predict its activity (active/inactive) in a high-throughput screening assay against a specified biological target. (1) The molecule is O=c1n2c(nc3n(CCc4ccccc4)c(=N)c(cc13)C(=O)NCC)c(ccc2)C. The result is 0 (inactive). (2) The molecule is S1(=O)(=O)N(C(c2c1ccc(F)c2)CC(OC)=O)c1ccccc1. The result is 0 (inactive).